From a dataset of hERG Central: cardiac toxicity at 1µM, 10µM, and general inhibition. Predict hERG channel inhibition at various concentrations. (1) The molecule is CCOC(=O)C1(CCOc2ccccc2)CCN(CC=C(C)C)CC1. Results: hERG_inhib (hERG inhibition (general)): blocker. (2) The molecule is CCN(CC)P(=O)(Nc1ccc([N+](=O)[O-])cc1)c1c(C)nn(CCC#N)c1NC(=O)c1ccc(Cl)cc1. Results: hERG_inhib (hERG inhibition (general)): blocker. (3) Results: hERG_inhib (hERG inhibition (general)): blocker. The drug is CCCCN(Cc1ccccc1)C1CCN(Cc2ccccc2)CC1. (4) The drug is CC(C)(C)c1ccc(NC(=O)COc2ccc(-n3ccnc3)cc2)cc1. Results: hERG_inhib (hERG inhibition (general)): blocker. (5) The compound is O=C(c1ccc(Cl)cc1)N1CCC(C(=O)N2CCN(c3ncccn3)CC2)CC1. Results: hERG_inhib (hERG inhibition (general)): blocker. (6) Results: hERG_inhib (hERG inhibition (general)): blocker. The compound is Cc1csc(N2CCCC2c2nc3cc(C(F)(F)F)ccc3n2CCOCCO)n1.